Dataset: Full USPTO retrosynthesis dataset with 1.9M reactions from patents (1976-2016). Task: Predict the reactants needed to synthesize the given product. (1) Given the product [CH3:38][O:39][C:40]1[CH:41]=[C:42]([S:48]([NH:1][C@H:2]([C:19](=[O:31])[NH:20][C:21]2[CH:22]=[CH:23][CH:24]=[C:25]3[C:30]=2[N:29]=[CH:28][CH:27]=[CH:26]3)[CH2:3][CH2:4][CH2:5][CH2:6][NH:7][S:8]([NH:11][C:12](=[O:18])[O:13][C:14]([CH3:17])([CH3:16])[CH3:15])(=[O:9])=[O:10])(=[O:49])=[O:50])[CH:43]=[CH:44][C:45]=1[O:46][CH3:47], predict the reactants needed to synthesize it. The reactants are: [NH2:1][C@H:2]([C:19](=[O:31])[NH:20][C:21]1[CH:22]=[CH:23][CH:24]=[C:25]2[C:30]=1[N:29]=[CH:28][CH:27]=[CH:26]2)[CH2:3][CH2:4][CH2:5][CH2:6][NH:7][S:8]([NH:11][C:12](=[O:18])[O:13][C:14]([CH3:17])([CH3:16])[CH3:15])(=[O:10])=[O:9].N1C=CC=CC=1.[CH3:38][O:39][C:40]1[CH:41]=[C:42]([S:48](Cl)(=[O:50])=[O:49])[CH:43]=[CH:44][C:45]=1[O:46][CH3:47]. (2) The reactants are: [F:1][C:2]1[CH:7]=[CH:6][C:5]([C@:8]2([CH2:32][CH2:33][CH2:34][OH:35])[O:13][C:12](=[O:14])[N:11]([C@H:15]([C:17]3[CH:22]=[CH:21][C:20](B4OC(C)(C)C(C)(C)O4)=[CH:19][CH:18]=3)[CH3:16])[CH2:10][CH2:9]2)=[CH:4][CH:3]=1.Br[C:37]1[CH:38]=[N:39][CH:40]=[N:41][CH:42]=1. Given the product [F:1][C:2]1[CH:7]=[CH:6][C:5]([C@:8]2([CH2:32][CH2:33][CH2:34][OH:35])[O:13][C:12](=[O:14])[N:11]([C@H:15]([C:17]3[CH:18]=[CH:19][C:20]([C:37]4[CH:38]=[N:39][CH:40]=[N:41][CH:42]=4)=[CH:21][CH:22]=3)[CH3:16])[CH2:10][CH2:9]2)=[CH:4][CH:3]=1, predict the reactants needed to synthesize it. (3) Given the product [CH3:1][N:2]([CH3:6])[CH2:3][CH2:4][NH:5][C:8]1[N:9]=[N+:10]([O-:21])[C:11]2[CH:20]=[C:19]3[C:15]([CH2:16][CH2:17][CH2:18]3)=[CH:14][C:12]=2[N:13]=1, predict the reactants needed to synthesize it. The reactants are: [CH3:1][N:2]([CH3:6])[CH2:3][CH2:4][NH2:5].Cl[C:8]1[N:9]=[N+:10]([O-:21])[C:11]2[CH:20]=[C:19]3[C:15]([CH2:16][CH2:17][CH2:18]3)=[CH:14][C:12]=2[N:13]=1. (4) Given the product [Cl:8][C:6]1[CH:5]=[C:4]([CH2:9][S:10]([C:13]2[CH:14]=[C:15]3[C:19](=[CH:20][CH:21]=2)[NH:18][C:17](=[O:22])/[C:16]/3=[CH:23]\[C:24]2[NH:28][C:27]([CH3:29])=[C:26]([C:30]([N:39]3[CH2:38][C@H:37]([CH3:41])[NH:36][C@H:35]([CH3:34])[CH2:40]3)=[O:32])[C:25]=2[CH3:33])(=[O:12])=[O:11])[CH:3]=[C:2]([Cl:1])[CH:7]=1, predict the reactants needed to synthesize it. The reactants are: [Cl:1][C:2]1[CH:3]=[C:4]([CH2:9][S:10]([C:13]2[CH:14]=[C:15]3[C:19](=[CH:20][CH:21]=2)[NH:18][C:17](=[O:22])/[C:16]/3=[CH:23]\[C:24]2[NH:28][C:27]([CH3:29])=[C:26]([C:30]([OH:32])=O)[C:25]=2[CH3:33])(=[O:12])=[O:11])[CH:5]=[C:6]([Cl:8])[CH:7]=1.[CH3:34][C@@H:35]1[CH2:40][NH:39][CH2:38][C@H:37]([CH3:41])[NH:36]1.C1C=CC2N(O)N=NC=2C=1.CCN=C=NCCCN(C)C.Cl. (5) Given the product [C:15]1([C:14]2([CH:2]=[O:3])[CH2:9][CH2:10][CH2:11][CH2:12][CH2:13]2)[CH:11]=[CH:10][CH:9]=[CH:14][CH:13]=1, predict the reactants needed to synthesize it. The reactants are: [N-]=[C:2]=[O:3].CC(OI1(OC(C)=O)(OC(C)=O)O[C:15](=O)[C:14]2[CH:13]=[CH:12][CH:11]=[CH:10][C:9]1=2)=O.S([O-])([O-])(=O)=S.[Na+].[Na+].C([O-])(O)=O.[Na+]. (6) Given the product [CH:16]1([S:19]([N:9]2[CH2:8][CH2:7][C:6]3([C:4](=[O:5])[N:33]([C:30]4[CH:31]=[CH:32][C:27]([O:26][CH:25]([CH3:34])[C:24]([F:23])([F:35])[F:36])=[CH:28][CH:29]=4)[CH2:13][CH2:12]3)[CH2:11][CH2:10]2)(=[O:21])=[O:20])[CH2:18][CH2:17]1, predict the reactants needed to synthesize it. The reactants are: C(O[C:4]([C:6]1([CH2:12][CH2:13]OC)[CH2:11][CH2:10][NH:9][CH2:8][CH2:7]1)=[O:5])C.[CH:16]1([S:19](Cl)(=[O:21])=[O:20])[CH2:18][CH2:17]1.[F:23][C:24]([F:36])([F:35])[CH:25]([CH3:34])[O:26][C:27]1[CH:32]=[CH:31][C:30]([NH2:33])=[CH:29][CH:28]=1. (7) Given the product [Cl:1][C:2]1[N:3]=[CH:4][C:5]2[CH:9]=[CH:10][NH:8][C:6]=2[CH:7]=1, predict the reactants needed to synthesize it. The reactants are: [Cl:1][C:2]1[CH:7]=[C:6]([NH2:8])[C:5]([C:9]#[C:10][Si](C)(C)C)=[CH:4][N:3]=1.CC(C)([O-])C.[K+]. (8) Given the product [CH2:70]([O:72][CH:73]([O:82][CH:90]([O:55][CH2:35][CH3:36])[CH3:91])[CH3:74])[CH3:71], predict the reactants needed to synthesize it. The reactants are: C1(S(C(C(O)C(C)=CCCC(C)=CC(S(C2C=CC=CC=2)(=O)=O)CC=C(C)CCC=C(C)[CH:35]([OH:55])[CH:36](S(C2C=CC=CC=2)(=O)=O)C=C(C)CCC=C(C)C)C=C(C)CCC=C(C)C)(=O)=O)C=CC=CC=1.[CH:70]([O:72][CH2:73][CH3:74])=[CH2:71].C1(C)C=CC(S([O-])(=O)=[O:82])=CC=1.[NH+]1[CH:91]=[CH:90]C=CC=1. (9) Given the product [Cl:1][C:2]1[CH:7]=[CH:6][CH:5]=[CH:4][C:3]=1[C:8]1[C:9]([C:18]2[CH:19]=[CH:20][C:21]([Cl:24])=[CH:22][CH:23]=2)=[CH:10][C:11]2[N:12]([C:14](=[O:17])[N:15]([CH2:26][C:27]3[C:28]([CH3:37])=[N:29][C:30]([C:33]([F:36])([F:34])[F:35])=[CH:31][CH:32]=3)[N:16]=2)[CH:13]=1, predict the reactants needed to synthesize it. The reactants are: [Cl:1][C:2]1[CH:7]=[CH:6][CH:5]=[CH:4][C:3]=1[C:8]1[C:9]([C:18]2[CH:23]=[CH:22][C:21]([Cl:24])=[CH:20][CH:19]=2)=[CH:10][C:11]2[N:12]([C:14](=[O:17])[NH:15][N:16]=2)[CH:13]=1.Cl[CH2:26][C:27]1[C:28]([CH3:37])=[N:29][C:30]([C:33]([F:36])([F:35])[F:34])=[CH:31][CH:32]=1.BrC1C2N(C(=O)N(CC3C(C)=NC(C(F)(F)F)=CC=3)N=2)C(C)=CC=1C1C=CC(Cl)=CC=1. (10) Given the product [CH3:16][C:5]1[N:6]([S:7]([C:10]2[CH:11]=[N:12][CH:13]=[CH:14][CH:15]=2)(=[O:9])=[O:8])[C:2]([C:22]2[CH:27]=[CH:26][CH:25]=[CH:24][CH:23]=2)=[CH:3][C:4]=1[C:17]([O:19][CH2:20][CH3:21])=[O:18], predict the reactants needed to synthesize it. The reactants are: Br[C:2]1[N:6]([S:7]([C:10]2[CH:11]=[N:12][CH:13]=[CH:14][CH:15]=2)(=[O:9])=[O:8])[C:5]([CH3:16])=[C:4]([C:17]([O:19][CH2:20][CH3:21])=[O:18])[CH:3]=1.[C:22]1(B(O)O)[CH:27]=[CH:26][CH:25]=[CH:24][CH:23]=1.C(=O)([O-])[O-].[Na+].[Na+].O.